This data is from Forward reaction prediction with 1.9M reactions from USPTO patents (1976-2016). The task is: Predict the product of the given reaction. (1) The product is: [Cl:20][CH2:14][C:12]([NH:11][CH2:10][CH:9]([C:7]1[CH:8]=[C:3]([O:2][CH3:1])[CH:4]=[CH:5][C:6]=1[O:17][CH3:18])[OH:16])=[O:13]. Given the reactants [CH3:1][O:2][C:3]1[CH:4]=[CH:5][C:6]([O:17][CH3:18])=[C:7]([CH:9]([OH:16])[CH2:10][NH:11][C:12]([CH2:14]N)=[O:13])[CH:8]=1.Cl.[Cl:20]CC(Cl)=O, predict the reaction product. (2) The product is: [Cl:1][C:2]1[CH:7]=[CH:6][C:5]([C:8]2([C:12]3[C:21]4[C:16](=[CH:17][CH:18]=[C:19]([O:22][CH2:23][CH2:24][CH2:25][S:26]([Cl:30])(=[O:29])=[O:27])[CH:20]=4)[CH2:15][CH2:14][N:13]=3)[CH2:11][CH2:10][CH2:9]2)=[CH:4][CH:3]=1. Given the reactants [Cl:1][C:2]1[CH:7]=[CH:6][C:5]([C:8]2([C:12]3[C:21]4[C:16](=[CH:17][CH:18]=[C:19]([O:22][CH2:23][CH2:24][CH2:25][S:26]([OH:29])(=O)=[O:27])[CH:20]=4)[CH2:15][CH2:14][N:13]=3)[CH2:11][CH2:10][CH2:9]2)=[CH:4][CH:3]=1.[Cl:30]P(Cl)(Cl)(Cl)Cl, predict the reaction product.